Dataset: Catalyst prediction with 721,799 reactions and 888 catalyst types from USPTO. Task: Predict which catalyst facilitates the given reaction. (1) Product: [C:5](/[N:6]=[C:8](\[S:9][CH3:1])/[NH:7][C:10]1[CH:19]=[CH:18][C:17]2[C:12](=[CH:13][CH:14]=[CH:15][CH:16]=2)[CH:11]=1)#[N:4]. The catalyst class is: 5. Reactant: [CH3:1][O-].[Na+].[N:4]#[C:5][NH2:6].[N:7]([C:10]1[CH:19]=[CH:18][C:17]2[C:12](=[CH:13][CH:14]=[CH:15][CH:16]=2)[CH:11]=1)=[C:8]=[S:9].IC. (2) Reactant: [N:1]1[CH:6]=[CH:5][CH:4]=[CH:3][C:2]=1[CH2:7][N:8]([CH2:27][C:28]1[CH:33]=[CH:32][CH:31]=[CH:30][N:29]=1)[CH2:9][C:10]([NH:12][C@@H:13]1[C:19](=[O:20])[N:18]2[C@H:14]1[S:15][C:16]([CH3:26])([CH3:25])[C@@H:17]2[C:21]([O:23]C)=[O:22])=[O:11].O.[OH-].[Li+].Cl. Product: [N:29]1[CH:30]=[CH:31][CH:32]=[CH:33][C:28]=1[CH2:27][N:8]([CH2:7][C:2]1[CH:3]=[CH:4][CH:5]=[CH:6][N:1]=1)[CH2:9][C:10]([NH:12][C@@H:13]1[C:19](=[O:20])[N:18]2[C@H:14]1[S:15][C:16]([CH3:25])([CH3:26])[C@@H:17]2[C:21]([OH:23])=[O:22])=[O:11]. The catalyst class is: 1. (3) Reactant: [CH3:1][O:2][C:3]([C:5]1[C:13]2[C:8](=[N:9][CH:10]=[CH:11][CH:12]=2)[O:7][CH:6]=1)=[O:4].CC([O-])=O.[Na+]. Product: [CH3:1][O:2][C:3]([CH:5]1[C:13]2[C:8](=[N:9][CH:10]=[CH:11][CH:12]=2)[O:7][CH2:6]1)=[O:4]. The catalyst class is: 5. (4) Reactant: [OH:1][CH:2]1[CH2:7][CH2:6][CH:5]([C:8]([N:10]([O:12][CH3:13])[CH3:11])=[O:9])[CH2:4][CH2:3]1.N1C=CN=C1.[C:19]([Si:23](Cl)([CH3:25])[CH3:24])([CH3:22])([CH3:21])[CH3:20].O. Product: [Si:23]([O:1][CH:2]1[CH2:7][CH2:6][CH:5]([C:8]([N:10]([O:12][CH3:13])[CH3:11])=[O:9])[CH2:4][CH2:3]1)([C:19]([CH3:22])([CH3:21])[CH3:20])([CH3:25])[CH3:24]. The catalyst class is: 9. (5) Reactant: Cl[C:2]1[N:7]=[C:6]([NH:8][C:9]([C:11]2([C:14]3[CH:24]=[CH:23][C:17]4[O:18][C:19]([F:22])([F:21])[O:20][C:16]=4[CH:15]=3)[CH2:13][CH2:12]2)=[O:10])[CH:5]=[C:4]([CH3:25])[C:3]=1[CH3:26].[CH3:27][O:28][C:29]1[C:34](B(O)O)=[CH:33][CH:32]=[CH:31][N:30]=1.C([O-])([O-])=O.[Na+].[Na+]. Product: [F:21][C:19]1([F:22])[O:18][C:17]2[CH:23]=[CH:24][C:14]([C:11]3([C:9]([NH:8][C:6]4[N:7]=[C:2]([C:34]5[C:29]([O:28][CH3:27])=[N:30][CH:31]=[CH:32][CH:33]=5)[C:3]([CH3:26])=[C:4]([CH3:25])[CH:5]=4)=[O:10])[CH2:13][CH2:12]3)=[CH:15][C:16]=2[O:20]1. The catalyst class is: 104.